From a dataset of Full USPTO retrosynthesis dataset with 1.9M reactions from patents (1976-2016). Predict the reactants needed to synthesize the given product. (1) Given the product [C:13]([O:17][C:18]([N:20]1[C:28]2[C:23](=[CH:24][C:25]([Br:31])=[C:26]([CH2:29][N:1]3[CH2:5][CH2:4][CH2:3][C:2]3=[O:6])[CH:27]=2)[C:22]([CH3:33])([CH3:32])[CH2:21]1)=[O:19])([CH3:16])([CH3:15])[CH3:14], predict the reactants needed to synthesize it. The reactants are: [NH:1]1[CH2:5][CH2:4][CH2:3][C:2]1=[O:6].CC(C)([O-])C.[K+].[C:13]([O:17][C:18]([N:20]1[C:28]2[C:23](=[CH:24][C:25]([Br:31])=[C:26]([CH2:29]Br)[CH:27]=2)[C:22]([CH3:33])([CH3:32])[CH2:21]1)=[O:19])([CH3:16])([CH3:15])[CH3:14].[Cl-].[NH4+]. (2) The reactants are: Br[C:2]1[CH:39]=[CH:38][C:5]([CH2:6][N:7]2[C:11]3[CH:12]=[CH:13][C:14]([O:16][CH2:17][C:18]4[CH:27]=[CH:26][C:25]5[C:20](=[CH:21][CH:22]=[CH:23][CH:24]=5)[N:19]=4)=[CH:15][C:10]=3[N:9]=[C:8]2[C@@H:28]2[C@H:30]([C:31]([O:33]CC)=[O:32])[C:29]2([CH3:37])[CH3:36])=[CH:4][CH:3]=1.[CH3:40][O:41][C:42]1[N:47]=[CH:46][C:45](B(O)O)=[CH:44][N:43]=1. Given the product [CH3:40][O:41][C:42]1[N:47]=[CH:46][C:45]([C:2]2[CH:39]=[CH:38][C:5]([CH2:6][N:7]3[C:11]4[CH:12]=[CH:13][C:14]([O:16][CH2:17][C:18]5[CH:27]=[CH:26][C:25]6[C:20](=[CH:21][CH:22]=[CH:23][CH:24]=6)[N:19]=5)=[CH:15][C:10]=4[N:9]=[C:8]3[C@@H:28]3[C@H:30]([C:31]([OH:33])=[O:32])[C:29]3([CH3:37])[CH3:36])=[CH:4][CH:3]=2)=[CH:44][N:43]=1, predict the reactants needed to synthesize it.